Dataset: Catalyst prediction with 721,799 reactions and 888 catalyst types from USPTO. Task: Predict which catalyst facilitates the given reaction. (1) Reactant: [CH2:1]([O:8][C:9]([N:11]1[CH:15]([C:16]([OH:18])=[O:17])[CH2:14][O:13]C1C1C=CC=CC=1)=[O:10])[C:2]1[CH:7]=[CH:6][CH:5]=[CH:4][CH:3]=1.[OH-].[Na+]. Product: [CH2:1]([O:8][C:9]([NH:11][CH:15]([CH2:14][OH:13])[C:16]([OH:18])=[O:17])=[O:10])[C:2]1[CH:3]=[CH:4][CH:5]=[CH:6][CH:7]=1. The catalyst class is: 278. (2) Reactant: Cl[C:2]1[CH:7]=[C:6]([Cl:8])[N:5]=[C:4]([S:9][CH2:10][C:11]2[CH:16]=[CH:15][CH:14]=[C:13]([F:17])[C:12]=2[F:18])[N:3]=1.FC1C(F)=CC=CC=1CSC1N=C(O)C=C(O)N=1.[C@@H:37]1(O)[CH2:41][CH2:40][CH2:39][C@H:38]1[OH:42].[H-].[Na+]. Product: [Cl:8][C:6]1[N:5]=[C:4]([S:9][CH2:10][C:11]2[CH:16]=[CH:15][CH:14]=[C:13]([F:17])[C:12]=2[F:18])[N:3]=[C:2]([C@@H:37]2[CH2:41][CH2:40][CH2:39][C@H:38]2[OH:42])[CH:7]=1. The catalyst class is: 1.